From a dataset of Full USPTO retrosynthesis dataset with 1.9M reactions from patents (1976-2016). Predict the reactants needed to synthesize the given product. The reactants are: C[Al](C)C.COC(=O)[C@@H](OC)C1C=CC=CC=1.[F:18][C:19]([F:24])([F:23])[C:20]([OH:22])=[O:21].[CH3:25][O:26][CH:27]([C:45]1[CH:50]=[CH:49][CH:48]=[CH:47][CH:46]=1)[C:28]1[NH:29][CH:30]([C:39]2[CH:44]=[CH:43][CH:42]=[CH:41][CH:40]=2)[CH:31]([C:33]2[CH:38]=[CH:37][CH:36]=[CH:35][CH:34]=2)[N:32]=1. Given the product [F:18][C:19]([F:24])([F:23])[C:20]([OH:22])=[O:21].[CH3:25][O:26][CH:27]([C:45]1[CH:50]=[CH:49][CH:48]=[CH:47][CH:46]=1)[C:28]1[NH:32][C@H:31]([C:33]2[CH:34]=[CH:35][CH:36]=[CH:37][CH:38]=2)[C@H:30]([C:39]2[CH:44]=[CH:43][CH:42]=[CH:41][CH:40]=2)[N:29]=1, predict the reactants needed to synthesize it.